Dataset: Catalyst prediction with 721,799 reactions and 888 catalyst types from USPTO. Task: Predict which catalyst facilitates the given reaction. (1) Product: [F:1][C:2]1[CH:3]=[CH:4][C:5]([CH2:9][OH:10])=[C:6]([O:8][CH2:24][C@:25]2([CH3:28])[CH2:27][O:26]2)[CH:7]=1. The catalyst class is: 39. Reactant: [F:1][C:2]1[CH:3]=[CH:4][C:5]([CH2:9][OH:10])=[C:6]([OH:8])[CH:7]=1.[N+](C1C=C(S(O[CH2:24][C@:25]2([CH3:28])[CH2:27][O:26]2)(=O)=O)C=CC=1)([O-])=O.C([O-])([O-])=O.[Cs+].[Cs+]. (2) Reactant: [NH2:1][C:2]1[C:3]([CH3:13])=[C:4]([CH:10]=[CH:11][CH:12]=1)[C:5]([O:7][CH2:8][CH3:9])=[O:6].[CH:14](=O)[C:15]1[CH:20]=[CH:19][CH:18]=[CH:17][CH:16]=1.C(O)(=O)C.C(O[BH-](OC(=O)C)OC(=O)C)(=O)C.[Na+].C([O-])(O)=O.[Na+]. Product: [CH2:14]([NH:1][C:2]1[C:3]([CH3:13])=[C:4]([CH:10]=[CH:11][CH:12]=1)[C:5]([O:7][CH2:8][CH3:9])=[O:6])[C:15]1[CH:20]=[CH:19][CH:18]=[CH:17][CH:16]=1. The catalyst class is: 325. (3) Reactant: [O:1]=[C:2]([NH:14][CH2:15][C:16]1[NH:17][C:18](=[O:26])[C:19]2[CH2:25][O:24][CH2:23][CH2:22][C:20]=2[N:21]=1)[CH2:3][N:4]1[CH2:9][CH2:8][CH:7]([C:10]([O:12]C)=[O:11])[CH2:6][CH2:5]1.[OH-].[Na+].Cl. Product: [O:1]=[C:2]([NH:14][CH2:15][C:16]1[NH:17][C:18](=[O:26])[C:19]2[CH2:25][O:24][CH2:23][CH2:22][C:20]=2[N:21]=1)[CH2:3][N:4]1[CH2:5][CH2:6][CH:7]([C:10]([OH:12])=[O:11])[CH2:8][CH2:9]1. The catalyst class is: 24. (4) Product: [Cl:1][C:2]1[C:3]([NH:18][C:19]2[CH:20]=[CH:23][CH:24]=[CH:25][C:30]=2[C:29]([OH:32])=[O:31])=[CH:4][C:5]([NH:8][C:9]2[N:13]([CH:14]([CH3:15])[CH3:16])[N:12]=[C:11]([CH3:17])[CH:10]=2)=[N:6][CH:7]=1. Reactant: [Cl:1][C:2]1[C:3]([NH:18][C:19]2C=[CH:25][CH:24]=[CH:23][C:20]=2C#N)=[CH:4][C:5]([NH:8][C:9]2[N:13]([CH:14]([CH3:16])[CH3:15])[N:12]=[C:11]([CH3:17])[CH:10]=2)=[N:6][CH:7]=1.[OH-].[Na+].[C:29]([O:32]CC)(=[O:31])[CH3:30]. The catalyst class is: 12. (5) Reactant: [Br:1][C:2]1[CH:7]=[CH:6][CH:5]=[CH:4][C:3]=1[C:8]1[NH:12][N:11]=[N:10][N:9]=1.C(=O)([O-])[O-].[K+].[K+].Cl[CH2:20][C:21]([N:23]1[CH2:28][CH2:27][N:26]([C:29]2[CH:34]=[CH:33][C:32]([Cl:35])=[CH:31][CH:30]=2)[CH2:25][CH2:24]1)=[O:22]. Product: [Br:1][C:2]1[CH:7]=[CH:6][CH:5]=[CH:4][C:3]=1[C:8]1[N:12]([CH2:20][C:21]([N:23]2[CH2:24][CH2:25][N:26]([C:29]3[CH:34]=[CH:33][C:32]([Cl:35])=[CH:31][CH:30]=3)[CH2:27][CH2:28]2)=[O:22])[N:11]=[N:10][N:9]=1. The catalyst class is: 3. (6) Reactant: [CH3:1][C@H:2]1[O:7][C@@H:6]([CH3:8])[CH2:5][N:4]([CH2:9][CH2:10]O)[CH2:3]1.O=S(Cl)[Cl:14]. Product: [ClH:14].[Cl:14][CH2:10][CH2:9][N:4]1[CH2:3][C@H:2]([CH3:1])[O:7][C@H:6]([CH3:8])[CH2:5]1. The catalyst class is: 11. (7) Reactant: [N+:1]([C:4]1[CH:9]=[CH:8][C:7]([S:10][C:11]2[CH:16]=[CH:15][CH:14]=[CH:13][N:12]=2)=[CH:6][CH:5]=1)([O-])=O. Product: [N:12]1[CH:13]=[CH:14][CH:15]=[CH:16][C:11]=1[S:10][C:7]1[CH:8]=[CH:9][C:4]([NH2:1])=[CH:5][CH:6]=1. The catalyst class is: 15. (8) Reactant: Br[C:2]1[CH:26]=[CH:25][C:5]2[N:6]([C:21]([CH3:24])([CH3:23])[CH3:22])[C:7]([C:9]3[CH:14]=[CH:13][CH:12]=[CH:11][C:10]=3[C:15]3[N:16]=[N:17][N:18]([CH3:20])[N:19]=3)=[N:8][C:4]=2[CH:3]=1.[NH2:27][C:28]1[N:33]=[CH:32][C:31](B2OC(C)(C)C(C)(C)O2)=[CH:30][N:29]=1.C([O-])([O-])=O.[Na+].[Na+]. Product: [C:21]([N:6]1[C:5]2[CH:25]=[CH:26][C:2]([C:31]3[CH:30]=[N:29][C:28]([NH2:27])=[N:33][CH:32]=3)=[CH:3][C:4]=2[N:8]=[C:7]1[C:9]1[CH:14]=[CH:13][CH:12]=[CH:11][C:10]=1[C:15]1[N:16]=[N:17][N:18]([CH3:20])[N:19]=1)([CH3:24])([CH3:22])[CH3:23]. The catalyst class is: 31. (9) Reactant: [F:1][C:2]1[CH:3]=[C:4]2[C:9](=[C:10]([NH2:12])[CH:11]=1)[N:8]=[CH:7][CH:6]=[CH:5]2.[N+:13]([C:16]1[CH:21]=[CH:20][CH:19]=[CH:18][C:17]=1[S:22](Cl)(=[O:24])=[O:23])([O-:15])=[O:14]. Product: [F:1][C:2]1[CH:3]=[C:4]2[C:9](=[C:10]([NH:12][S:22]([C:17]3[CH:18]=[CH:19][CH:20]=[CH:21][C:16]=3[N+:13]([O-:15])=[O:14])(=[O:23])=[O:24])[CH:11]=1)[N:8]=[CH:7][CH:6]=[CH:5]2. The catalyst class is: 17. (10) Reactant: [F:1][C:2]([F:12])([F:11])[C:3]1[CH:10]=[CH:9][C:6]([C:7]#[N:8])=[CH:5][CH:4]=1.[C:13](OC)(=[O:21])[C:14]1[C:15](=[CH:17][CH:18]=[CH:19][CH:20]=1)[SH:16].C(N(CC)CC)C. Product: [F:1][C:2]([F:11])([F:12])[C:3]1[CH:10]=[CH:9][C:6]([C:7]2[S:16][C:15]3[CH:17]=[CH:18][CH:19]=[CH:20][C:14]=3[C:13](=[O:21])[N:8]=2)=[CH:5][CH:4]=1. The catalyst class is: 11.